Dataset: NCI-60 drug combinations with 297,098 pairs across 59 cell lines. Task: Regression. Given two drug SMILES strings and cell line genomic features, predict the synergy score measuring deviation from expected non-interaction effect. (1) Drug 1: C1=C(C(=O)NC(=O)N1)F. Drug 2: C1=CC=C(C(=C1)C(C2=CC=C(C=C2)Cl)C(Cl)Cl)Cl. Cell line: RXF 393. Synergy scores: CSS=32.8, Synergy_ZIP=-6.51, Synergy_Bliss=1.09, Synergy_Loewe=-3.34, Synergy_HSA=0.749. (2) Drug 1: CS(=O)(=O)C1=CC(=C(C=C1)C(=O)NC2=CC(=C(C=C2)Cl)C3=CC=CC=N3)Cl. Drug 2: CCC1(CC2CC(C3=C(CCN(C2)C1)C4=CC=CC=C4N3)(C5=C(C=C6C(=C5)C78CCN9C7C(C=CC9)(C(C(C8N6C=O)(C(=O)OC)O)OC(=O)C)CC)OC)C(=O)OC)O.OS(=O)(=O)O. Cell line: NCIH23. Synergy scores: CSS=53.3, Synergy_ZIP=10.9, Synergy_Bliss=10.6, Synergy_Loewe=-10.5, Synergy_HSA=9.83. (3) Drug 1: COC1=NC(=NC2=C1N=CN2C3C(C(C(O3)CO)O)O)N. Drug 2: CC(C)NC(=O)C1=CC=C(C=C1)CNNC.Cl. Cell line: UACC62. Synergy scores: CSS=-0.828, Synergy_ZIP=0.728, Synergy_Bliss=1.34, Synergy_Loewe=-2.37, Synergy_HSA=-1.55. (4) Synergy scores: CSS=18.5, Synergy_ZIP=-0.477, Synergy_Bliss=2.62, Synergy_Loewe=-6.49, Synergy_HSA=1.03. Cell line: NCI-H226. Drug 2: CS(=O)(=O)OCCCCOS(=O)(=O)C. Drug 1: C1=C(C(=O)NC(=O)N1)F.